This data is from Forward reaction prediction with 1.9M reactions from USPTO patents (1976-2016). The task is: Predict the product of the given reaction. (1) The product is: [CH3:23][C:18]([C:24]1[CH:29]=[CH:28][CH:27]=[CH:26][CH:25]=1)([CH3:17])[CH2:19][C:20]([NH:1][N:2]1[N:11]=[C:10]([C:12]([F:15])([F:13])[F:14])[C:9]2[C:4](=[CH:5][CH:6]=[CH:7][CH:8]=2)[C:3]1=[O:16])=[O:21]. Given the reactants [NH2:1][N:2]1[N:11]=[C:10]([C:12]([F:15])([F:14])[F:13])[C:9]2[C:4](=[CH:5][CH:6]=[CH:7][CH:8]=2)[C:3]1=[O:16].[CH3:17][C:18]([C:24]1[CH:29]=[CH:28][CH:27]=[CH:26][CH:25]=1)([CH3:23])[CH2:19][C:20](O)=[O:21], predict the reaction product. (2) Given the reactants [Cl:1][C:2]1[C:10]([Cl:11])=[CH:9][CH:8]=[CH:7][C:3]=1[C:4]([OH:6])=O.[CH3:12][O:13][C:14]1[CH:19]=[CH:18][C:17]([CH:20]([N:23]2[CH2:28][CH2:27][CH2:26][CH2:25][CH2:24]2)[CH2:21][NH2:22])=[CH:16][CH:15]=1, predict the reaction product. The product is: [Cl:1][C:2]1[C:10]([Cl:11])=[CH:9][CH:8]=[CH:7][C:3]=1[C:4]([NH:22][CH2:21][CH:20]([C:17]1[CH:16]=[CH:15][C:14]([O:13][CH3:12])=[CH:19][CH:18]=1)[N:23]1[CH2:28][CH2:27][CH2:26][CH2:25][CH2:24]1)=[O:6]. (3) Given the reactants F[C:2]1[CH:7]=[CH:6][CH:5]=[CH:4][C:3]=1[S:8](Cl)(=[O:10])=[O:9].[NH2:12][C:13]1[CH:14]=[N:15][C:16]([O:19][CH3:20])=[N:17][CH:18]=1.[Cl:21][C:22]1[CH:29]=[CH:28][CH:27]=[C:26]([F:30])[C:23]=1[CH2:24][NH2:25], predict the reaction product. The product is: [Cl:21][C:22]1[CH:29]=[CH:28][CH:27]=[C:26]([F:30])[C:23]=1[CH2:24][NH:25][C:2]1[CH:7]=[CH:6][CH:5]=[CH:4][C:3]=1[S:8]([NH:12][C:13]1[CH:14]=[N:15][C:16]([O:19][CH3:20])=[N:17][CH:18]=1)(=[O:10])=[O:9]. (4) Given the reactants [CH:1](OCC)=[O:2].C[O-].[Na+].[CH2:9]([C:16]1([C:23]#[C:24][Si:25]([CH3:28])([CH3:27])[CH3:26])[CH2:21][CH2:20][C:19](=[O:22])[CH:18]=[CH:17]1)[C:10]1[CH:15]=[CH:14][CH:13]=[CH:12][CH:11]=1, predict the reaction product. The product is: [CH2:9]([C:16]1([C:23]#[C:24][Si:25]([CH3:26])([CH3:28])[CH3:27])[CH2:21][C:20](=[CH:1][OH:2])[C:19](=[O:22])[CH:18]=[CH:17]1)[C:10]1[CH:15]=[CH:14][CH:13]=[CH:12][CH:11]=1.